Dataset: Full USPTO retrosynthesis dataset with 1.9M reactions from patents (1976-2016). Task: Predict the reactants needed to synthesize the given product. Given the product [CH:13]1([CH2:16][O:17][C:18]2[N:23]=[CH:22][C:21]([C:24]3[C:29](=[O:30])[N:28]([CH2:31][C:32]4[CH:37]=[CH:36][C:35]([C:38]5[CH:43]=[CH:42][CH:41]=[CH:40][C:39]=5[C:44]5[NH:3][C:4](=[O:7])[O:5][N:45]=5)=[CH:34][C:33]=4[F:46])[C:27]([CH2:47][CH2:48][CH3:49])=[N:26][C:25]=3[CH3:50])=[CH:20][CH:19]=2)[CH2:15][CH2:14]1, predict the reactants needed to synthesize it. The reactants are: [Cl-].O[NH3+:3].[C:4](=[O:7])([O-])[OH:5].[Na+].CS(C)=O.[CH:13]1([CH2:16][O:17][C:18]2[N:23]=[CH:22][C:21]([C:24]3[C:29](=[O:30])[N:28]([CH2:31][C:32]4[CH:37]=[CH:36][C:35]([C:38]5[C:39]([C:44]#[N:45])=[CH:40][CH:41]=[CH:42][CH:43]=5)=[CH:34][C:33]=4[F:46])[C:27]([CH2:47][CH2:48][CH3:49])=[N:26][C:25]=3[CH3:50])=[CH:20][CH:19]=2)[CH2:15][CH2:14]1.